From a dataset of Forward reaction prediction with 1.9M reactions from USPTO patents (1976-2016). Predict the product of the given reaction. (1) Given the reactants [Br:1][C:2]1[CH:3]=[C:4]([N+:9]([O-:11])=[O:10])[C:5](Cl)=[N:6][CH:7]=1.[CH3:12][O:13][CH2:14][CH2:15][CH2:16][NH2:17], predict the reaction product. The product is: [Br:1][C:2]1[CH:3]=[C:4]([N+:9]([O-:11])=[O:10])[C:5]([NH:17][CH2:16][CH2:15][CH2:14][O:13][CH3:12])=[N:6][CH:7]=1. (2) Given the reactants Cl[CH2:2][CH2:3][CH2:4][N:5]1[C:10]2[CH:11]=[CH:12][CH:13]=[CH:14][C:9]=2[S:8][CH2:7][C:6]1=[O:15].C([O-])([O-])=O.[K+].[K+].[Na+].[I-].[CH2:24]([O:27][CH:28]1[CH2:33][CH2:32][NH:31][CH2:30][CH2:29]1)[CH2:25][CH3:26], predict the reaction product. The product is: [CH2:24]([O:27][CH:28]1[CH2:33][CH2:32][N:31]([CH2:2][CH2:3][CH2:4][N:5]2[C:10]3[CH:11]=[CH:12][CH:13]=[CH:14][C:9]=3[S:8][CH2:7][C:6]2=[O:15])[CH2:30][CH2:29]1)[CH2:25][CH3:26].